From a dataset of Forward reaction prediction with 1.9M reactions from USPTO patents (1976-2016). Predict the product of the given reaction. (1) Given the reactants [CH3:1][NH:2][C:3](=[O:53])[C:4]1[CH:9]=[CH:8][C:7]([CH2:10][CH2:11][O:12][C@:13]2([CH3:52])[C@@H:18]([O:19]CC3C=CC=CC=3)[C@@H:17]([O:27]CC3C=CC=CC=3)[C@H:16]([O:35]CC3C=CC=CC=3)[C@@H:15]([CH2:43][O:44]CC3C=CC=CC=3)[O:14]2)=[CH:6][CH:5]=1, predict the reaction product. The product is: [CH3:1][NH:2][C:3](=[O:53])[C:4]1[CH:5]=[CH:6][C:7]([CH2:10][CH2:11][O:12][C@:13]2([CH3:52])[C@@H:18]([OH:19])[C@@H:17]([OH:27])[C@H:16]([OH:35])[C@@H:15]([CH2:43][OH:44])[O:14]2)=[CH:8][CH:9]=1. (2) Given the reactants N[C:2]1[CH:26]=[C:25]([Cl:27])[CH:24]=[CH:23][C:3]=1[O:4][CH2:5][C:6]([N:8]1[CH2:13][CH2:12][N:11]([CH2:14][C:15]2[CH:20]=[CH:19][C:18]([F:21])=[CH:17][CH:16]=2)[CH2:10][CH:9]1[CH3:22])=[O:7].CN1CCOCC1.[C:35]([O:39][C:40]([NH:42][CH2:43][CH2:44][C:45](O)=[O:46])=[O:41])([CH3:38])([CH3:37])[CH3:36].F[P-](F)(F)(F)(F)F.N1(OC(N(C)C)=[N+](C)C)C2C=CC=CC=2N=N1, predict the reaction product. The product is: [C:35]([O:39][C:40](=[O:41])[NH:42][CH2:43][CH2:44][C:45]([C:2]1[CH:26]=[C:25]([Cl:27])[CH:24]=[CH:23][C:3]=1[O:4][CH2:5][C:6]([N:8]1[CH2:13][CH2:12][N:11]([CH2:14][C:15]2[CH:20]=[CH:19][C:18]([F:21])=[CH:17][CH:16]=2)[CH2:10][CH:9]1[CH3:22])=[O:7])=[O:46])([CH3:38])([CH3:36])[CH3:37]. (3) Given the reactants [F:1][C:2]1[CH:3]=[CH:4][CH:5]=[C:6]2[C:10]=1[NH:9][CH:8]=[C:7]2[CH2:11][NH:12][CH3:13].CNCC1C2C=CC=CC=2N2CCCC=12.[NH2:29][C:30]1[N:35]=[CH:34][C:33](/[CH:36]=[CH:37]/[C:38]([OH:40])=O)=[CH:32][CH:31]=1.Cl.O=C1NC2N=CC(/C=C/C(O)=O)=CC=2CC1, predict the reaction product. The product is: [NH2:29][C:30]1[N:35]=[CH:34][C:33](/[CH:36]=[CH:37]/[C:38]([N:12]([CH2:11][C:7]2[C:6]3[C:10](=[C:2]([F:1])[CH:3]=[CH:4][CH:5]=3)[NH:9][CH:8]=2)[CH3:13])=[O:40])=[CH:32][CH:31]=1. (4) Given the reactants [F:1][C:2]1[CH:3]=[N:4][CH:5]=[C:6]([C:27]=1[CH3:28])[C:7]([NH:9][C:10]1[CH:15]=[CH:14][C:13](/[C:16](/[C:19]2[CH:20]=[N:21][C:22]([O:25][CH3:26])=[CH:23][CH:24]=2)=[CH:17]\[CH3:18])=[CH:12][N:11]=1)=[O:8].C(O)=O, predict the reaction product. The product is: [F:1][C:2]1[CH:3]=[N:4][CH:5]=[C:6]([C:27]=1[CH3:28])[C:7]([NH:9][C:10]1[CH:15]=[CH:14][C:13]([CH:16]([C:19]2[CH:20]=[N:21][C:22]([O:25][CH3:26])=[CH:23][CH:24]=2)[CH2:17][CH3:18])=[CH:12][N:11]=1)=[O:8]. (5) Given the reactants C[Si]([N-][Si](C)(C)C)(C)C.[Li+].F[C:12]1[C:13]([C:18]2[NH:19][C:20](=[O:30])[C:21]3[C:27]([O:28][CH3:29])=[CH:26][N:25]=[CH:24][C:22]=3[N:23]=2)=[N:14][CH:15]=[CH:16][CH:17]=1.[CH:31]([N:34]1[CH2:39][CH2:38][CH:37]([NH2:40])[CH2:36][CH2:35]1)([CH3:33])[CH3:32], predict the reaction product. The product is: [CH:31]([N:34]1[CH2:39][CH2:38][CH:37]([NH:40][C:12]2[C:13]([C:18]3[NH:19][C:20](=[O:30])[C:21]4[C:27]([O:28][CH3:29])=[CH:26][N:25]=[CH:24][C:22]=4[N:23]=3)=[N:14][CH:15]=[CH:16][CH:17]=2)[CH2:36][CH2:35]1)([CH3:33])[CH3:32]. (6) Given the reactants C([O:8][NH:9][C:10](=[O:33])[CH2:11][C@H:12]([C:22]1[O:23][C:24]([CH3:32])=[C:25]([C:27]([N:29]([CH3:31])[CH3:30])=[O:28])[N:26]=1)[CH2:13][CH2:14][CH2:15][CH:16]1[CH2:21][CH2:20][CH2:19][CH2:18][CH2:17]1)C1C=CC=CC=1.C([O-])=O.[NH4+], predict the reaction product. The product is: [NH3:9].[CH:16]1([CH2:15][CH2:14][CH2:13][C@@H:12]([C:22]2[O:23][C:24]([CH3:32])=[C:25]([C:27]([N:29]([CH3:31])[CH3:30])=[O:28])[N:26]=2)[CH2:11][C:10]([NH:9][OH:8])=[O:33])[CH2:17][CH2:18][CH2:19][CH2:20][CH2:21]1. (7) Given the reactants [CH2:1]([N:8]1[C:12]([C:13]2[CH:18]=[CH:17][CH:16]=[CH:15][CH:14]=2)=[CH:11][CH:10]=[C:9]1[C:19]1[CH:20]=[C:21]2[C:26](=[CH:27][CH:28]=1)[CH:25]=[C:24]([O:29][CH2:30][C:31]#[N:32])[CH:23]=[CH:22]2)[C:2]1[CH:7]=[CH:6][CH:5]=[CH:4][CH:3]=1.[Cl-].[NH4+].[N-:35]=[N+:36]=[N-:37].[Na+], predict the reaction product. The product is: [CH2:1]([N:8]1[C:12]([C:13]2[CH:14]=[CH:15][CH:16]=[CH:17][CH:18]=2)=[CH:11][CH:10]=[C:9]1[C:19]1[CH:20]=[C:21]2[C:26](=[CH:27][CH:28]=1)[CH:25]=[C:24]([O:29][CH2:30][C:31]1[NH:37][N:36]=[N:35][N:32]=1)[CH:23]=[CH:22]2)[C:2]1[CH:7]=[CH:6][CH:5]=[CH:4][CH:3]=1.